This data is from Catalyst prediction with 721,799 reactions and 888 catalyst types from USPTO. The task is: Predict which catalyst facilitates the given reaction. The catalyst class is: 17. Reactant: [NH2:1][C:2]1[CH:7]=[CH:6][C:5]([N:8]2[C:14](=[O:15])[CH2:13][C:12](=[O:16])[NH:11][C:10]3[C:17]4[CH2:18][CH2:19][CH2:20][CH2:21][C:22]=4[CH:23]=[CH:24][C:9]2=3)=[CH:4][CH:3]=1.[CH3:25][O:26][C:27]1[CH:28]=[C:29]([S:33](Cl)(=[O:35])=[O:34])[CH:30]=[CH:31][CH:32]=1. Product: [O:16]=[C:12]1[NH:11][C:10]2[C:17]3[CH2:18][CH2:19][CH2:20][CH2:21][C:22]=3[CH:23]=[CH:24][C:9]=2[N:8]([C:5]2[CH:4]=[CH:3][C:2]([NH:1][S:33]([C:29]3[CH:30]=[CH:31][CH:32]=[C:27]([O:26][CH3:25])[CH:28]=3)(=[O:35])=[O:34])=[CH:7][CH:6]=2)[C:14](=[O:15])[CH2:13]1.